Predict which catalyst facilitates the given reaction. From a dataset of Catalyst prediction with 721,799 reactions and 888 catalyst types from USPTO. (1) Reactant: [C:1]([Si:5]([CH3:15])([CH3:14])[O:6][CH2:7][CH2:8][CH2:9][CH2:10][CH:11]1[CH2:13][O:12]1)([CH3:4])([CH3:3])[CH3:2].[NH2:16][C:17]1[CH:18]=[CH:19][C:20]2[S:25][CH2:24][C:23](=[O:26])[NH:22][C:21]=2[CH:27]=1. Product: [C:1]([Si:5]([CH3:15])([CH3:14])[O:6][CH2:7][CH2:8][CH2:9][CH2:10][CH:11]([OH:12])[CH2:13][NH:16][C:17]1[CH:18]=[CH:19][C:20]2[S:25][CH2:24][C:23](=[O:26])[NH:22][C:21]=2[CH:27]=1)([CH3:4])([CH3:3])[CH3:2]. The catalyst class is: 88. (2) Reactant: [Br:1][C:2]1[CH:9]=[CH:8][CH:7]=[CH:6][C:3]=1[CH2:4]Br.[C:10]1([CH:16]2[O:21][CH2:20][CH2:19][NH:18][CH2:17]2)[CH:15]=[CH:14][CH:13]=[CH:12][CH:11]=1.C(=O)([O-])[O-].[K+].[K+]. Product: [Br:1][C:2]1[CH:9]=[CH:8][CH:7]=[CH:6][C:3]=1[CH2:4][N:18]1[CH2:19][CH2:20][O:21][CH:16]([C:10]2[CH:15]=[CH:14][CH:13]=[CH:12][CH:11]=2)[CH2:17]1. The catalyst class is: 10.